The task is: Predict the reactants needed to synthesize the given product.. This data is from Full USPTO retrosynthesis dataset with 1.9M reactions from patents (1976-2016). (1) Given the product [F:52][C:51]([F:54])([F:53])[C:49]([OH:55])=[O:50].[NH2:26][CH2:25][CH2:24][C@@H:23]([NH:22][C:20]([C:19]1[CH:40]=[CH:41][C:42]([CH3:43])=[C:17]([NH:16][C:14]([C:8]2[C:9](=[O:13])[NH:10][C:11]3[C:6]([CH:7]=2)=[CH:5][C:4]([O:44][CH2:45][CH2:46][O:47][CH3:48])=[C:3]([O:2][CH3:1])[CH:12]=3)=[O:15])[CH:18]=1)=[O:21])[C:34]1[CH:35]=[CH:36][CH:37]=[CH:38][CH:39]=1, predict the reactants needed to synthesize it. The reactants are: [CH3:1][O:2][C:3]1[CH:12]=[C:11]2[C:6]([CH:7]=[C:8]([C:14]([NH:16][C:17]3[CH:18]=[C:19]([CH:40]=[CH:41][C:42]=3[CH3:43])[C:20]([NH:22][C@@H:23]([C:34]3[CH:39]=[CH:38][CH:37]=[CH:36][CH:35]=3)[CH2:24][CH2:25][NH:26]C(=O)OC(C)(C)C)=[O:21])=[O:15])[C:9](=[O:13])[NH:10]2)=[CH:5][C:4]=1[O:44][CH2:45][CH2:46][O:47][CH3:48].[C:49]([OH:55])([C:51]([F:54])([F:53])[F:52])=[O:50]. (2) Given the product [F:1][C:2]1[C:7]([C:8]([F:10])([F:11])[F:9])=[CH:6][CH:5]=[CH:4][C:3]=1[N:12]=[C:18]=[S:19], predict the reactants needed to synthesize it. The reactants are: [F:1][C:2]1[C:7]([C:8]([F:11])([F:10])[F:9])=[CH:6][CH:5]=[CH:4][C:3]=1[NH2:12].C(=O)(O)[O-].[Na+].[C:18](Cl)(Cl)=[S:19]. (3) Given the product [CH3:1][O:2][C:3](=[O:32])[CH2:4][O:5][C:6]1[CH:15]=[CH:14][C:13]([F:16])=[C:12]2[C:7]=1[C:8]([O:31][CH:45]([F:47])[F:46])=[C:9]([CH2:19][C:20]1[CH:25]=[CH:24][C:23]([N:26]3[CH:30]=[CH:29][CH:28]=[N:27]3)=[CH:22][CH:21]=1)[C:10]([CH2:17][CH3:18])=[N:11]2, predict the reactants needed to synthesize it. The reactants are: [CH3:1][O:2][C:3](=[O:32])[CH2:4][O:5][C:6]1[CH:15]=[CH:14][C:13]([F:16])=[C:12]2[C:7]=1[C:8](=[O:31])[C:9]([CH2:19][C:20]1[CH:25]=[CH:24][C:23]([N:26]3[CH:30]=[CH:29][CH:28]=[N:27]3)=[CH:22][CH:21]=1)=[C:10]([CH2:17][CH3:18])[NH:11]2.CN(C)C=O.C(=O)([O-])[O-].[K+].[K+].Cl[C:45](OC(=O)C)([F:47])[F:46].